This data is from Reaction yield outcomes from USPTO patents with 853,638 reactions. The task is: Predict the reaction yield, written as a fraction of the theoretical maximum amount of product (1.0 means a 100% yield; for example, 0.34 means a 34% yield). (1) The reactants are [CH3:1][Si:2]([CH3:9])([CH3:8])[C:3]#[C:4][CH:5]=[CH:6]Cl.[C:10]([C:12]1[CH:19]=[CH:18][CH:17]=[CH:16][C:13]=1[C:14]#[N:15])#[CH:11]. No catalyst specified. The product is [CH3:1][Si:2]([CH3:9])([CH3:8])[C:3]#[C:4][CH:5]=[CH:6][C:11]#[C:10][C:12]1[CH:19]=[CH:18][CH:17]=[CH:16][C:13]=1[C:14]#[N:15]. The yield is 0.530. (2) The reactants are [Cl:1][C:2]1[CH:29]=[CH:28][CH:27]=[CH:26][C:3]=1[CH2:4][N:5]1[C:13]2[C:8](=[CH:9][CH:10]=[CH:11][CH:12]=2)[C:7](O)([C:14]2[CH:19]=[C:18]([CH3:20])[C:17]([O:21][CH3:22])=[C:16]([CH3:23])[CH:15]=2)[C:6]1=[O:25].C([SiH](CC)CC)C.B(F)(F)F.CCOCC. The catalyst is ClC(Cl)C. The product is [Cl:1][C:2]1[CH:29]=[CH:28][CH:27]=[CH:26][C:3]=1[CH2:4][N:5]1[C:13]2[C:8](=[CH:9][CH:10]=[CH:11][CH:12]=2)[CH:7]([C:14]2[CH:19]=[C:18]([CH3:20])[C:17]([O:21][CH3:22])=[C:16]([CH3:23])[CH:15]=2)[C:6]1=[O:25]. The yield is 0.780.